Regression. Given a peptide amino acid sequence and an MHC pseudo amino acid sequence, predict their binding affinity value. This is MHC class I binding data. From a dataset of Peptide-MHC class I binding affinity with 185,985 pairs from IEDB/IMGT. (1) The peptide sequence is SSLSFLSL. The MHC is H-2-Kb with pseudo-sequence H-2-Kb. The binding affinity (normalized) is 0.975. (2) The peptide sequence is NKQYIHCFRK. The MHC is HLA-A11:01 with pseudo-sequence HLA-A11:01. The binding affinity (normalized) is 0.401. (3) The peptide sequence is CTLNKSHLY. The binding affinity (normalized) is 0.925. The MHC is HLA-A29:02 with pseudo-sequence HLA-A29:02.